This data is from Forward reaction prediction with 1.9M reactions from USPTO patents (1976-2016). The task is: Predict the product of the given reaction. Given the reactants Cl[C:2]([O:4][CH2:5][C:6]1[CH:11]=[CH:10][CH:9]=[CH:8][CH:7]=1)=[O:3].[NH2:12][C:13]1[CH:24]=[C:23]([F:25])[C:16]2[N:17]([CH3:22])[C:18](=[O:21])[O:19][CH2:20][C:15]=2[C:14]=1[F:26].N1C=CC=CC=1, predict the reaction product. The product is: [F:26][C:14]1[C:15]2[CH2:20][O:19][C:18](=[O:21])[N:17]([CH3:22])[C:16]=2[C:23]([F:25])=[CH:24][C:13]=1[NH:12][C:2](=[O:3])[O:4][CH2:5][C:6]1[CH:11]=[CH:10][CH:9]=[CH:8][CH:7]=1.